From a dataset of Forward reaction prediction with 1.9M reactions from USPTO patents (1976-2016). Predict the product of the given reaction. Given the reactants [Br:1][C:2]1[CH:7]=[CH:6][CH:5]=[C:4]([C:8]2[N:9]=[N:10][N:11]([CH2:13][Si](C)(C)C)[CH:12]=2)[N:3]=1.CCCC[N+](CCCC)(CCCC)CCCC.[F-], predict the reaction product. The product is: [Br:1][C:2]1[CH:7]=[CH:6][CH:5]=[C:4]([C:8]2[N:9]=[N:10][N:11]([CH3:13])[CH:12]=2)[N:3]=1.